From a dataset of Peptide-MHC class I binding affinity with 185,985 pairs from IEDB/IMGT. Regression. Given a peptide amino acid sequence and an MHC pseudo amino acid sequence, predict their binding affinity value. This is MHC class I binding data. The peptide sequence is GVDGGWQAL. The MHC is HLA-A02:19 with pseudo-sequence HLA-A02:19. The binding affinity (normalized) is 0.0847.